Dataset: NCI-60 drug combinations with 297,098 pairs across 59 cell lines. Task: Regression. Given two drug SMILES strings and cell line genomic features, predict the synergy score measuring deviation from expected non-interaction effect. Drug 1: CC1=C2C(C(=O)C3(C(CC4C(C3C(C(C2(C)C)(CC1OC(=O)C(C(C5=CC=CC=C5)NC(=O)OC(C)(C)C)O)O)OC(=O)C6=CC=CC=C6)(CO4)OC(=O)C)OC)C)OC. Drug 2: CCC1(CC2CC(C3=C(CCN(C2)C1)C4=CC=CC=C4N3)(C5=C(C=C6C(=C5)C78CCN9C7C(C=CC9)(C(C(C8N6C)(C(=O)OC)O)OC(=O)C)CC)OC)C(=O)OC)O.OS(=O)(=O)O. Cell line: SK-MEL-28. Synergy scores: CSS=44.7, Synergy_ZIP=4.17, Synergy_Bliss=4.28, Synergy_Loewe=7.18, Synergy_HSA=8.95.